Dataset: Forward reaction prediction with 1.9M reactions from USPTO patents (1976-2016). Task: Predict the product of the given reaction. (1) The product is: [Cl:1][C:2]1[CH:3]=[C:4]([N:8]2[C:13](=[O:14])[C:12]([CH2:15][CH2:16][C:17]3[CH:22]=[CH:21][CH:20]=[CH:19][CH:18]=3)=[C:11]([C:23]3[CH:28]=[CH:27][C:26]([S:29]([NH2:33])(=[O:31])=[O:30])=[CH:25][CH:24]=3)[CH:10]=[N:9]2)[CH:5]=[CH:6][CH:7]=1. Given the reactants [Cl:1][C:2]1[CH:3]=[C:4]([N:8]2[C:13](=[O:14])[C:12]([CH2:15][CH2:16][C:17]3[CH:22]=[CH:21][CH:20]=[CH:19][CH:18]=3)=[C:11]([C:23]3[CH:28]=[CH:27][C:26]([S:29](C)(=[O:31])=[O:30])=[CH:25][CH:24]=3)[CH:10]=[N:9]2)[CH:5]=[CH:6][CH:7]=1.[NH3:33], predict the reaction product. (2) Given the reactants [C:1]([O:4][CH:5]1[CH2:22][CH2:21][C:20]2([CH3:23])[CH:7]([CH2:8][CH2:9][C:10]3([CH3:41])[CH:19]2[CH2:18][CH2:17][CH:16]2[C:11]3([CH3:40])[CH2:12][CH2:13][C:14]3([C:30]([O:32][CH2:33][C:34]4[CH:39]=[CH:38][CH:37]=[CH:36][CH:35]=4)=[O:31])[CH2:26][CH2:25][CH:24]([C:27]([CH3:29])=[CH2:28])[CH:15]32)[C:6]1([CH3:43])[CH3:42])(=[O:3])[CH3:2].[CH2:44]([Zn]CC)C.ICI, predict the reaction product. The product is: [C:1]([O:4][CH:5]1[CH2:22][CH2:21][C:20]2([CH3:23])[CH:7]([CH2:8][CH2:9][C:10]3([CH3:41])[CH:19]2[CH2:18][CH2:17][CH:16]2[C:11]3([CH3:40])[CH2:12][CH2:13][C:14]3([C:30]([O:32][CH2:33][C:34]4[CH:35]=[CH:36][CH:37]=[CH:38][CH:39]=4)=[O:31])[CH2:26][CH2:25][CH:24]([C:27]4([CH3:44])[CH2:29][CH2:28]4)[CH:15]32)[C:6]1([CH3:43])[CH3:42])(=[O:3])[CH3:2]. (3) Given the reactants C([O:3][C:4](=[O:20])[CH2:5][S:6][C:7]1[NH:11][C:10]2[C:12]([CH:18]=[O:19])=[C:13]([O:16][CH3:17])[CH:14]=[CH:15][C:9]=2[N:8]=1)C.Cl, predict the reaction product. The product is: [CH:18]([C:12]1[C:10]2[NH:11][C:7]([S:6][CH2:5][C:4]([OH:20])=[O:3])=[N:8][C:9]=2[CH:15]=[CH:14][C:13]=1[O:16][CH3:17])=[O:19]. (4) Given the reactants [CH2:1]([S:3]/[C:4](/[NH:15][C:16](=[O:20])OCC)=[N:5]/[C:6]1[CH:11]=[CH:10][C:9]([CH:12]([CH3:14])[CH3:13])=[CH:8][CH:7]=1)[CH3:2].C1(OC2C=CC=CC=2)C=CC=CC=1, predict the reaction product. The product is: [CH2:1]([S:3][C:4]1[NH:15][C:16](=[O:20])[C:11]2[C:6](=[CH:7][CH:8]=[C:9]([CH:12]([CH3:14])[CH3:13])[CH:10]=2)[N:5]=1)[CH3:2]. (5) Given the reactants [F:1][C:2]([F:22])([F:21])[C:3]1[CH:8]=[CH:7][C:6]([S:9]([NH:12][CH2:13][C:14]([O:16][C:17]([CH3:20])([CH3:19])[CH3:18])=[O:15])(=[O:11])=[O:10])=[CH:5][CH:4]=1.C(P(CCCC)CCCC)CCC.[CH:36]1([CH:39](O)[C:40]#[CH:41])[CH2:38][CH2:37]1.N(C(OC(C)C)=O)=NC(OC(C)C)=O, predict the reaction product. The product is: [CH:36]1([CH:39]([N:12]([CH2:13][C:14]([O:16][C:17]([CH3:18])([CH3:19])[CH3:20])=[O:15])[S:9]([C:6]2[CH:5]=[CH:4][C:3]([C:2]([F:1])([F:21])[F:22])=[CH:8][CH:7]=2)(=[O:10])=[O:11])[C:40]#[CH:41])[CH2:38][CH2:37]1.